Dataset: Full USPTO retrosynthesis dataset with 1.9M reactions from patents (1976-2016). Task: Predict the reactants needed to synthesize the given product. (1) Given the product [Cl:14][C:11]1[CH:10]=[CH:9][C:8]2[CH2:7][CH2:6][CH2:5][CH:4]([NH2:1])[C:13]=2[N:12]=1, predict the reactants needed to synthesize it. The reactants are: [N:1]([CH:4]1[C:13]2[N:12]=[C:11]([Cl:14])[CH:10]=[CH:9][C:8]=2[CH2:7][CH2:6][CH2:5]1)=[N+]=[N-].C1C=CC(P(C2C=CC=CC=2)C2C=CC=CC=2)=CC=1. (2) Given the product [CH3:9][C:3]1[CH:4]=[CH:5][CH:6]=[C:7]([CH3:8])[C:2]=1[NH:16][CH2:10][CH2:11][CH2:12][CH2:13][CH2:14][CH3:15], predict the reactants needed to synthesize it. The reactants are: Cl[C:2]1[C:7]([CH3:8])=[CH:6][CH:5]=[CH:4][C:3]=1[CH3:9].[CH2:10]([NH2:16])[CH2:11][CH2:12][CH2:13][CH2:14][CH3:15].CC(C)([O-])C.[Na+]. (3) The reactants are: [C:1]1([CH3:18])[CH:6]=[CH:5][C:4]([S:7]([N:10]2[CH2:17][CH2:16][CH2:15][C@H:11]2[C:12]([OH:14])=O)(=[O:9])=[O:8])=[CH:3][CH:2]=1.[NH2:19][C@H:20]([C:28]([OH:30])=[O:29])[CH2:21][C:22]1[CH:27]=[CH:26][CH:25]=[CH:24][CH:23]=1. Given the product [C:1]1([CH3:18])[CH:2]=[CH:3][C:4]([S:7]([N:10]2[CH2:17][CH2:16][CH2:15][C@H:11]2[C:12]([NH:19][C@H:20]([C:28]([OH:30])=[O:29])[CH2:21][C:22]2[CH:27]=[CH:26][CH:25]=[CH:24][CH:23]=2)=[O:14])(=[O:8])=[O:9])=[CH:5][CH:6]=1, predict the reactants needed to synthesize it. (4) Given the product [CH3:18][C:19]1[CH:20]=[C:21]([CH2:26][CH2:27][CH2:28][NH:29][C:1](=[O:13])[CH2:2][C:3]2[CH:11]=[CH:10][C:8]([OH:9])=[C:5]([O:6][CH3:7])[CH:4]=2)[CH:22]=[CH:23][C:24]=1[CH3:25], predict the reactants needed to synthesize it. The reactants are: [C:1]([OH:13])(=O)[CH2:2][C:3]1[CH:11]=[CH:10][C:8]([OH:9])=[C:5]([O:6][CH3:7])[CH:4]=1.S(Cl)(Cl)=O.[CH3:18][C:19]1[CH:20]=[C:21]([CH2:26][CH2:27][CH2:28][NH2:29])[CH:22]=[CH:23][C:24]=1[CH3:25].C(N(CC)CC)C. (5) Given the product [F:16][C:13]1[CH:14]=[CH:15][C:10]([C:6]2[C:5]3[N:4]([N:3]=[C:2]([NH:28][C:27]4[CH:29]=[CH:30][CH:31]=[C:25]([N:22]5[CH2:21][CH2:20][N:19]([CH3:18])[CH2:24][CH2:23]5)[CH:26]=4)[N:17]=3)[CH:9]=[CH:8][CH:7]=2)=[CH:11][CH:12]=1, predict the reactants needed to synthesize it. The reactants are: Cl[C:2]1[N:17]=[C:5]2[C:6]([C:10]3[CH:15]=[CH:14][C:13]([F:16])=[CH:12][CH:11]=3)=[CH:7][CH:8]=[CH:9][N:4]2[N:3]=1.[CH3:18][N:19]1[CH2:24][CH2:23][N:22]([C:25]2[CH:26]=[C:27]([CH:29]=[CH:30][CH:31]=2)[NH2:28])[CH2:21][CH2:20]1. (6) Given the product [Br:10][C:11]1[CH:19]=[CH:18][C:14]([C:15]([NH:31][CH2:30][CH2:29][CH2:28][N:23]2[CH2:27][CH2:26][CH2:25][CH2:24]2)=[O:17])=[C:13]([N+:20]([O-:22])=[O:21])[CH:12]=1, predict the reactants needed to synthesize it. The reactants are: C(N(CC)C(C)C)(C)C.[Br:10][C:11]1[CH:19]=[CH:18][C:14]([C:15]([OH:17])=O)=[C:13]([N+:20]([O-:22])=[O:21])[CH:12]=1.[N:23]1([CH2:28][CH2:29][CH2:30][NH2:31])[CH2:27][CH2:26][CH2:25][CH2:24]1.F[P-](F)(F)(F)(F)F.N1(OC(N(C)C)=[N+](C)C)C2N=CC=CC=2N=N1.